Dataset: TCR-epitope binding with 47,182 pairs between 192 epitopes and 23,139 TCRs. Task: Binary Classification. Given a T-cell receptor sequence (or CDR3 region) and an epitope sequence, predict whether binding occurs between them. The epitope is NLSALGIFST. The TCR CDR3 sequence is CASSVEGGNTIYF. Result: 1 (the TCR binds to the epitope).